This data is from Reaction yield outcomes from USPTO patents with 853,638 reactions. The task is: Predict the reaction yield, written as a fraction of the theoretical maximum amount of product (1.0 means a 100% yield; for example, 0.34 means a 34% yield). (1) The reactants are [CH:1]1[C:13]2[CH:12]([CH2:14][O:15]C(Cl)=O)[C:11]3[C:6](=[CH:7][CH:8]=[CH:9][CH:10]=3)[C:5]=2[CH:4]=[CH:3][CH:2]=1.[NH2:19][C@H:20]1[CH2:43][CH2:42][C@@:41]2([CH3:44])[C@H:22]([CH2:23][CH2:24][C@@H:25]3[C@@H:40]2[CH2:39][CH2:38][C@@:37]2([CH3:45])[C@H:26]3[CH2:27][CH2:28][C@@H:29]2[C@H:30]([CH3:36])[CH2:31][CH2:32][C:33]([OH:35])=[O:34])[CH2:21]1.O. The catalyst is O1CCOCC1.C([O-])([O-])=O.[Na+].[Na+]. The product is [CH:1]1[C:13]2[CH:12]([CH2:14][O:15][NH:19][C@H:20]3[CH2:43][CH2:42][C@@:41]4([CH3:44])[C@H:22]([CH2:23][CH2:24][C@@H:25]5[C@@H:40]4[CH2:39][CH2:38][C@@:37]4([CH3:45])[C@H:26]5[CH2:27][CH2:28][C@@H:29]4[C@H:30]([CH3:36])[CH2:31][CH2:32][C:33]([OH:35])=[O:34])[CH2:21]3)[C:11]3[C:6](=[CH:7][CH:8]=[CH:9][CH:10]=3)[C:5]=2[CH:4]=[CH:3][CH:2]=1. The yield is 0.690. (2) The reactants are [Br:1][C:2]1[N:7]2[CH:8]=[CH:9][N:10]=[C:6]2[C:5](Br)=[N:4][CH:3]=1.[CH:12]1([NH2:18])[CH2:17][CH2:16][CH2:15][CH2:14][CH2:13]1.C(N(C(C)C)CC)(C)C. The catalyst is C(O)(C)C. The product is [Br:1][C:2]1[N:7]2[CH:8]=[CH:9][N:10]=[C:6]2[C:5]([NH:18][CH:12]2[CH2:17][CH2:16][CH2:15][CH2:14][CH2:13]2)=[N:4][CH:3]=1. The yield is 0.690. (3) The reactants are C([O:8][C:9]1[CH:14]=[CH:13][C:12]([C:15](=[O:21])[CH2:16][C:17]([O:19][CH3:20])=[O:18])=[CH:11][CH:10]=1)C1C=CC=CC=1.[H][H]. The catalyst is [C].[Pd].C(OCC)(=O)C. The product is [OH:8][C:9]1[CH:10]=[CH:11][C:12]([C:15](=[O:21])[CH2:16][C:17]([O:19][CH3:20])=[O:18])=[CH:13][CH:14]=1. The yield is 0.980. (4) The reactants are [CH2:1]([O:3][C:4]1[CH:5]=[C:6]([C:20]2[CH:25]=[CH:24][C:23]([CH2:26][C:27]([NH:29][C:30]3[NH:34][N:33]=[C:32]([C:35]([CH3:41])([CH3:40])[C:36]([F:39])([F:38])[F:37])[CH:31]=3)=[O:28])=[C:22]([F:42])[CH:21]=2)[CH:7]=[N:8][C:9]=1[O:10]CC1C=CC(OC)=CC=1)[CH3:2].C(Cl)[Cl:44].O.C(#N)C. The catalyst is C(O)(C(F)(F)F)=O. The product is [ClH:44].[CH2:1]([O:3][C:4]1[C:9](=[O:10])[NH:8][CH:7]=[C:6]([C:20]2[CH:25]=[CH:24][C:23]([CH2:26][C:27]([NH:29][C:30]3[NH:34][N:33]=[C:32]([C:35]([CH3:41])([CH3:40])[C:36]([F:38])([F:39])[F:37])[CH:31]=3)=[O:28])=[C:22]([F:42])[CH:21]=2)[CH:5]=1)[CH3:2]. The yield is 0.492. (5) The reactants are Cl.[CH3:2][O:3][C:4](=[O:11])[C@H:5]([C@H:7]([CH2:9][CH3:10])[CH3:8])[NH2:6].Cl[C:13]([O:15][C:16]1[CH:21]=[CH:20][C:19]([N+:22]([O-:24])=[O:23])=[CH:18][CH:17]=1)=[O:14].CN1CCOCC1. The catalyst is ClCCl. The product is [CH3:8][C@@H:7]([CH2:9][CH3:10])[C@H:5]([NH:6][C:13]([O:15][C:16]1[CH:17]=[CH:18][C:19]([N+:22]([O-:24])=[O:23])=[CH:20][CH:21]=1)=[O:14])[C:4]([O:3][CH3:2])=[O:11]. The yield is 0.980.